Dataset: HIV replication inhibition screening data with 41,000+ compounds from the AIDS Antiviral Screen. Task: Binary Classification. Given a drug SMILES string, predict its activity (active/inactive) in a high-throughput screening assay against a specified biological target. (1) The drug is CC(C(=NNC(=O)C(N)=O)c1c(Cl)ccc(Cl)c1O)C1(O)C(=O)Nc2ccccc21. The result is 0 (inactive). (2) The drug is CCOC(=O)C(=Cc1ccc([N+](=O)[O-])cc1)N(CC)CC. The result is 0 (inactive). (3) The compound is CCSCCCCCCCCCCC(=O)OCC1OC(n2cc(C)c(=O)[nH]c2=O)CC1N=[N+]=[N-]. The result is 1 (active).